From a dataset of Catalyst prediction with 721,799 reactions and 888 catalyst types from USPTO. Predict which catalyst facilitates the given reaction. (1) Reactant: [C:1]([CH:4]1[N:12](C(OC(C)(C)C)=O)[C:7]2=[N:8][CH:9]=[CH:10][CH:11]=[C:6]2[CH2:5]1)(=[O:3])[NH2:2].[C:20]([OH:26])([C:22]([F:25])([F:24])[F:23])=[O:21]. Product: [F:23][C:22]([F:25])([F:24])[C:20]([OH:26])=[O:21].[NH:12]1[C:7]2=[N:8][CH:9]=[CH:10][CH:11]=[C:6]2[CH2:5][CH:4]1[C:1]([NH2:2])=[O:3]. The catalyst class is: 2. (2) Reactant: [Cl:1][C:2]1[CH:7]=[CH:6][C:5]([C:8](=O)[CH2:9][C:10]2[CH:15]=[CH:14][CH:13]=[CH:12][CH:11]=2)=[CH:4][C:3]=1[F:17].[CH2:18]([O:20][C:21]1[CH:22]=[C:23]([CH:26]=[C:27]([N+:30]([O-:32])=[O:31])[C:28]=1[OH:29])[CH:24]=O)[CH3:19].[NH2:33][C:34]([NH2:36])=[O:35].Cl. Product: [Cl:1][C:2]1[CH:7]=[CH:6][C:5]([C:8]2[NH:36][C:34](=[O:35])[NH:33][CH:24]([C:23]3[CH:26]=[C:27]([N+:30]([O-:32])=[O:31])[C:28]([OH:29])=[C:21]([O:20][CH2:18][CH3:19])[CH:22]=3)[C:9]=2[C:10]2[CH:15]=[CH:14][CH:13]=[CH:12][CH:11]=2)=[CH:4][C:3]=1[F:17]. The catalyst class is: 8. (3) Reactant: [N:1]([C:8](OC(C)(C)C)=O)([CH3:7])[C@H:2]([C:4](O)=[O:5])[CH3:3].CCN=C=NCCCN(C)C.[CH2:26]([NH:34][C:35]([C@@H:37]1[CH2:41][CH2:40][C@H:39]([CH2:42][CH:43]=[CH2:44])[N:38]1[C:45](=[O:51])[C@@H:46]([NH2:50])[CH2:47][CH:48]=[CH2:49])=[O:36])[CH2:27][C:28]1[CH:33]=[CH:32][CH:31]=[CH:30][CH:29]=1. Product: [CH2:26]([NH:34][C:35]([C@@H:37]1[CH2:41][CH2:40][C@H:39]([CH2:42][CH:43]=[CH2:44])[N:38]1[C:45](=[O:51])[C@@H:46]([NH:50][C:4](=[O:5])[C@@H:2]([N:1]([CH3:8])[CH3:7])[CH3:3])[CH2:47][CH:48]=[CH2:49])=[O:36])[CH2:27][C:28]1[CH:29]=[CH:30][CH:31]=[CH:32][CH:33]=1. The catalyst class is: 154. (4) Product: [CH3:1][O:32][C:31](=[O:33])[CH2:30][CH2:29][CH2:28][C:25](=[O:27])[CH3:26]. Reactant: [CH2:1]1C2NC(=CC=2)CC2NC(=CC=2)CC2NC(=CC=2)CC2NC1=CC=2.[C:25]([CH2:28][CH2:29][CH2:30][C:31]([OH:33])=[O:32])(=[O:27])[CH3:26].Cl. The catalyst class is: 5. (5) Reactant: C([O:3][C:4]([C:6]1[NH:7][C:8]([CH3:17])=[C:9]([C:12]([O:14][CH2:15][CH3:16])=[O:13])[C:10]=1[CH3:11])=O)C.[OH-].[Na+].Cl. Product: [CH2:15]([O:14][C:12]([C:9]1[C:10]([CH3:11])=[C:6]([CH:4]=[O:3])[NH:7][C:8]=1[CH3:17])=[O:13])[CH3:16]. The catalyst class is: 8. (6) The catalyst class is: 9. Reactant: [C:1]([C:3]1[CH:4]=[C:5]([N+:10]([O-:12])=[O:11])[CH:6]=[CH:7][C:8]=1F)#[N:2].[NH2:13][C:14]1[C:15]([F:22])=[CH:16][C:17]([Cl:21])=[C:18]([OH:20])[CH:19]=1.C(=O)([O-])[O-].[K+].[K+]. Product: [NH2:13][C:14]1[C:15]([F:22])=[CH:16][C:17]([Cl:21])=[C:18]([CH:19]=1)[O:20][C:8]1[CH:7]=[CH:6][C:5]([N+:10]([O-:12])=[O:11])=[CH:4][C:3]=1[C:1]#[N:2].